Dataset: Full USPTO retrosynthesis dataset with 1.9M reactions from patents (1976-2016). Task: Predict the reactants needed to synthesize the given product. (1) Given the product [N+:1]([C:4]1[CH:17]=[CH:16][C:15]2[C:14]3[C:9](=[CH:10][CH:11]=[CH:12][CH:13]=3)[CH:8]=[CH:7][C:6]=2[CH:5]=1)([O-:3])=[O:2], predict the reactants needed to synthesize it. The reactants are: [N+:1]([C:4]1[CH:17]=[CH:16][C:15]2[C:14]3[C:9](=[CH:10][CH:11]=[CH:12][CH:13]=3)[CH2:8][CH2:7][C:6]=2[CH:5]=1)([O-:3])=[O:2].ClC1C(=O)C(C#N)=C(C#N)C(=O)C=1Cl. (2) Given the product [O:19]1[C:15]2([CH2:20][CH2:21][CH:12]([N:4]3[C:5]4=[N:6][CH:7]=[N:8][C:9]([NH2:11])=[C:10]4[C:2]([C:32]4[CH:33]=[CH:34][C:29]([O:22][C:23]5[CH:28]=[CH:27][CH:26]=[CH:25][CH:24]=5)=[CH:30][CH:31]=4)=[N:3]3)[CH2:13][CH2:14]2)[O:16][CH2:17][CH2:18]1, predict the reactants needed to synthesize it. The reactants are: Br[C:2]1[C:10]2[C:5](=[N:6][CH:7]=[N:8][C:9]=2[NH2:11])[N:4]([CH:12]2[CH2:21][CH2:20][C:15]3([O:19][CH2:18][CH2:17][O:16]3)[CH2:14][CH2:13]2)[N:3]=1.[O:22]([C:29]1[CH:34]=[CH:33][C:32](B(O)O)=[CH:31][CH:30]=1)[C:23]1[CH:28]=[CH:27][CH:26]=[CH:25][CH:24]=1.C(=O)([O-])[O-].[Na+].[Na+].O. (3) Given the product [OH2:14].[CH:1]1([N:4]2[C:13]3[C:8](=[CH:9][CH:10]=[C:11]([C:18]4[CH:19]=[C:20]5[C:24](=[CH:25][CH:26]=4)[C@@H:23]([CH3:27])[NH:22][CH2:21]5)[C:12]=3[O:14][CH:15]([F:17])[F:16])[C:7](=[O:34])[C:6]([C:35]([OH:37])=[O:36])=[CH:5]2)[CH2:3][CH2:2]1, predict the reactants needed to synthesize it. The reactants are: [CH:1]1([N:4]2[C:13]3[C:8](=[CH:9][CH:10]=[C:11]([C:18]4[CH:19]=[C:20]5[C:24](=[CH:25][CH:26]=4)[C@@H:23]([CH3:27])[N:22](C(=O)C(C)(C)C)[CH2:21]5)[C:12]=3[O:14][CH:15]([F:17])[F:16])[C:7](=[O:34])[C:6]([C:35]([O:37]CC)=[O:36])=[CH:5]2)[CH2:3][CH2:2]1.O.